From a dataset of Forward reaction prediction with 1.9M reactions from USPTO patents (1976-2016). Predict the product of the given reaction. (1) Given the reactants [NH2:1][C:2]1[N:3]=[C:4](O)[C:5]2[CH2:11][O:10][CH2:9][CH2:8][C:6]=2[N:7]=1.P(Cl)(Cl)([Cl:15])=O, predict the reaction product. The product is: [Cl:15][C:4]1[C:5]2[CH2:11][O:10][CH2:9][CH2:8][C:6]=2[N:7]=[C:2]([NH2:1])[N:3]=1. (2) The product is: [NH2:1][C:2]1([CH2:46][C:47]2[CH:52]=[CH:51][CH:50]=[CH:49][C:48]=2[F:53])[CH2:7][CH2:6][CH2:5][CH:4]([NH:8][C:9]([C:11]2[CH:12]=[C:13]3[C:17](=[CH:18][CH:19]=2)[NH:16][N:15]=[C:14]3[C:39]2[CH:44]=[CH:43][N:42]=[C:41]([CH3:45])[CH:40]=2)=[O:10])[CH2:3]1. Given the reactants [NH2:1][C:2]1([CH2:46][C:47]2[CH:52]=[CH:51][CH:50]=[CH:49][C:48]=2[F:53])[CH2:7][CH2:6][CH2:5][CH:4]([NH:8][C:9]([C:11]2[CH:12]=[C:13]3[C:17](=[CH:18][CH:19]=2)[N:16](C(C2C=CC=CC=2)(C2C=CC=CC=2)C2C=CC=CC=2)[N:15]=[C:14]3[C:39]2[CH:44]=[CH:43][N:42]=[C:41]([CH3:45])[CH:40]=2)=[O:10])[CH2:3]1.[SiH](CC)(CC)CC, predict the reaction product. (3) Given the reactants [C:1]([O:5][C:6]([N:8]1[CH2:13][CH2:12][CH:11]([CH2:14][C:15]([N:17]2[CH2:22][CH2:21][CH:20]([OH:23])[CH2:19][CH2:18]2)=[O:16])[CH2:10][CH2:9]1)=[O:7])([CH3:4])([CH3:3])[CH3:2].C(N(CC)CC)C.[S:31](Cl)([CH3:34])(=[O:33])=[O:32], predict the reaction product. The product is: [C:1]([O:5][C:6]([N:8]1[CH2:9][CH2:10][CH:11]([CH2:14][C:15]([N:17]2[CH2:18][CH2:19][CH:20]([O:23][S:31]([CH3:34])(=[O:33])=[O:32])[CH2:21][CH2:22]2)=[O:16])[CH2:12][CH2:13]1)=[O:7])([CH3:4])([CH3:2])[CH3:3]. (4) Given the reactants [ClH:1].C(N=C=N[CH2:7][CH2:8][CH2:9]N(C)C)C.N1C=C[CH:16]=[CH:15][CH:14]=1.C[C:20](C)=[O:21], predict the reaction product. The product is: [C:20]([Cl:1])(=[O:21])[C:7]1[CH:8]=[CH:9][CH:16]=[CH:15][CH:14]=1. (5) Given the reactants [CH3:1][C:2]1[NH:8][C:7](=[O:9])[C:6]2[CH:10]=[CH:11][CH:12]=[CH:13][C:5]=2[O:4][CH:3]=1.[OH-].[Na+].[Br:16][CH2:17][CH2:18][CH2:19][CH2:20]Br.C(OCC)(=O)C, predict the reaction product. The product is: [Br:16][CH2:17][CH2:18][CH2:19][CH2:20][N:8]1[C:7](=[O:9])[C:6]2[CH:10]=[CH:11][CH:12]=[CH:13][C:5]=2[O:4][CH:3]=[C:2]1[CH3:1].